Dataset: PAMPA (Parallel Artificial Membrane Permeability Assay) permeability data from NCATS. Task: Regression/Classification. Given a drug SMILES string, predict its absorption, distribution, metabolism, or excretion properties. Task type varies by dataset: regression for continuous measurements (e.g., permeability, clearance, half-life) or binary classification for categorical outcomes (e.g., BBB penetration, CYP inhibition). Dataset: pampa_ncats. The compound is CC1=CC=C(C=C1)S(=O)(=O)NC2=C(C=CN=C2)C(=O)NC3=NC(=CS3)C4=CC=CC=C4F. The result is 1 (high permeability).